This data is from Full USPTO retrosynthesis dataset with 1.9M reactions from patents (1976-2016). The task is: Predict the reactants needed to synthesize the given product. (1) Given the product [Cl:1][C:2]1[C:3](=[O:18])[N:4]([C:10]2[C:11]([F:17])=[CH:12][CH:13]=[CH:14][C:15]=2[F:16])[C:5]([CH3:9])=[CH:6][C:7]=1[O:8][CH2:28][C:27]1[CH:30]=[CH:31][C:32]([F:34])=[CH:33][C:26]=1[F:25], predict the reactants needed to synthesize it. The reactants are: [Cl:1][C:2]1[C:3](=[O:18])[N:4]([C:10]2[C:15]([F:16])=[CH:14][CH:13]=[CH:12][C:11]=2[F:17])[C:5]([CH3:9])=[CH:6][C:7]=1[OH:8].C([O-])([O-])=O.[K+].[K+].[F:25][C:26]1[CH:33]=[C:32]([F:34])[CH:31]=[CH:30][C:27]=1[CH2:28]Br. (2) Given the product [CH3:1][N:2]([CH2:3][C:4]1[CH:9]=[CH:8][C:7]([C:10]([N:12]2[CH2:18][C:17]3([CH3:20])[CH2:19][CH:13]2[CH2:14][C:15]([CH3:22])([CH3:21])[CH2:16]3)=[O:11])=[CH:6][CH:5]=1)[C:33]([C:32]1[C:26]2[O:25][C:24]([F:36])([F:23])[O:28][C:27]=2[CH:29]=[CH:30][CH:31]=1)=[O:34], predict the reactants needed to synthesize it. The reactants are: [CH3:1][NH:2][CH2:3][C:4]1[CH:9]=[CH:8][C:7]([C:10]([N:12]2[CH2:18][C:17]3([CH3:20])[CH2:19][CH:13]2[CH2:14][C:15]([CH3:22])([CH3:21])[CH2:16]3)=[O:11])=[CH:6][CH:5]=1.[F:23][C:24]1([F:36])[O:28][C:27]2[CH:29]=[CH:30][CH:31]=[C:32]([C:33](O)=[O:34])[C:26]=2[O:25]1. (3) Given the product [CH:14]1([NH:17][C:18]([C:20]2[N:24]3[CH2:25][CH2:26][N:27]([C:11]([C:9]4[CH:10]=[C:5]5[N:4]=[CH:3][C:2]([Br:1])=[CH:7][N:6]5[N:8]=4)=[O:13])[CH:28]([CH3:29])[C:23]3=[CH:22][CH:21]=2)=[O:19])[CH2:15][CH2:16]1, predict the reactants needed to synthesize it. The reactants are: [Br:1][C:2]1[CH:3]=[N:4][C:5]2[N:6]([N:8]=[C:9]([C:11]([OH:13])=O)[CH:10]=2)[CH:7]=1.[CH:14]1([NH:17][C:18]([C:20]2[N:24]3[CH2:25][CH2:26][NH:27][CH:28]([CH3:29])[C:23]3=[CH:22][CH:21]=2)=[O:19])[CH2:16][CH2:15]1. (4) Given the product [OH:3][C:1]1([CH3:2])[C:4]2[C:5](=[C:10]([N+:14]([O-:16])=[O:15])[CH:11]=[CH:12][CH:13]=2)[C:6](=[O:7])[N:18]1[CH3:17], predict the reactants needed to synthesize it. The reactants are: [C:1]([C:4]1[CH:13]=[CH:12][CH:11]=[C:10]([N+:14]([O-:16])=[O:15])[C:5]=1[C:6](OC)=[O:7])(=[O:3])[CH3:2].[CH3:17][NH2:18]. (5) Given the product [Cl:1][C:2]1[CH:22]=[CH:21][C:5]([CH2:6][NH:7][C:8]([C:10]2[C:11]([OH:20])=[C:12]3[CH:18]=[C:17]([C:68]([N:30]4[CH2:35][CH2:34][O:33][CH2:32][CH2:31]4)=[O:69])[S:16][C:13]3=[N:14][CH:15]=2)=[O:9])=[CH:4][CH:3]=1, predict the reactants needed to synthesize it. The reactants are: [Cl:1][C:2]1[CH:22]=[CH:21][C:5]([CH2:6][NH:7][C:8]([C:10]2[C:11]([OH:20])=[C:12]3[CH:18]=[C:17](I)[S:16][C:13]3=[N:14][CH:15]=2)=[O:9])=[CH:4][CH:3]=1.C(N(CC)CC)C.[NH:30]1[CH2:35][CH2:34][O:33][CH2:32][CH2:31]1.C1C=CC(P(C2C=CC=CC=2)CCCP(C2C=CC=CC=2)C2C=CC=CC=2)=CC=1.CN([CH:68]=[O:69])C. (6) Given the product [OH:33][C:26]1[CH:27]=[C:28]([OH:31])[CH:29]=[CH:30][C:25]=1[C:23]1[CH:24]=[C:19]([C:17]([NH:16][C:13]2[CH:12]=[CH:11][C:10]([C:8]3[O:7][C:6]([CH3:35])=[C:5]([C:3]([OH:4])=[O:2])[CH:9]=3)=[CH:15][CH:14]=2)=[O:18])[CH:20]=[N:21][CH:22]=1, predict the reactants needed to synthesize it. The reactants are: C[O:2][C:3]([C:5]1[CH:9]=[C:8]([C:10]2[CH:15]=[CH:14][C:13]([NH:16][C:17]([C:19]3[CH:20]=[N:21][CH:22]=[C:23]([C:25]4[CH:30]=[CH:29][C:28]([O:31]C)=[CH:27][C:26]=4[O:33]C)[CH:24]=3)=[O:18])=[CH:12][CH:11]=2)[O:7][C:6]=1[CH3:35])=[O:4].B(Br)(Br)Br. (7) Given the product [S:15]1[C:16]2[CH:21]=[CH:20][CH:19]=[CH:18][C:17]=2[C:13]([C:5]2[CH:4]=[C:3]([CH:8]=[CH:7][CH:6]=2)[CH:1]=[O:2])=[CH:14]1, predict the reactants needed to synthesize it. The reactants are: [CH:1]([C:3]1[CH:4]=[C:5](B(O)O)[CH:6]=[CH:7][CH:8]=1)=[O:2].Br[C:13]1[C:17]2[CH:18]=[CH:19][CH:20]=[CH:21][C:16]=2[S:15][CH:14]=1.C(=O)([O-])[O-].[Cs+].[Cs+].C(O)C. (8) Given the product [Br:17][CH:9]([C:10]1[CH:11]=[CH:12][CH:13]=[CH:14][CH:15]=1)[C:8]([C:5]1[CH:4]=[CH:3][C:2]([F:1])=[CH:7][CH:6]=1)=[O:16], predict the reactants needed to synthesize it. The reactants are: [F:1][C:2]1[CH:7]=[CH:6][C:5]([C:8](=[O:16])[CH2:9][C:10]2[CH:15]=[CH:14][CH:13]=[CH:12][CH:11]=2)=[CH:4][CH:3]=1.[BrH:17].BrBr.S([O-])([O-])=O.[Na+].[Na+].